Predict which catalyst facilitates the given reaction. From a dataset of Catalyst prediction with 721,799 reactions and 888 catalyst types from USPTO. (1) Reactant: [NH2:1][C:2]1[N:7]=[CH:6][C:5]([C:8]2[N:13]=[C:12]([C:14]([OH:16])=O)[C:11]([CH3:17])=[C:10]([C:18]3[N:22]([CH3:23])[N:21]=[CH:20][CH:19]=3)[N:9]=2)=[CH:4][CH:3]=1.F[P-](F)(F)(F)(F)F.N1(OC(N(C)C)=[N+](C)C)C2N=CC=CC=2N=N1.CN1CCOCC1.Cl.[NH2:56][CH2:57][C:58]1[C:59](=[O:66])[NH:60][C:61]([CH3:65])=[CH:62][C:63]=1[CH3:64]. Product: [NH2:1][C:2]1[N:7]=[CH:6][C:5]([C:8]2[N:13]=[C:12]([C:14]([NH:56][CH2:57][C:58]3[C:59](=[O:66])[NH:60][C:61]([CH3:65])=[CH:62][C:63]=3[CH3:64])=[O:16])[C:11]([CH3:17])=[C:10]([C:18]3[N:22]([CH3:23])[N:21]=[CH:20][CH:19]=3)[N:9]=2)=[CH:4][CH:3]=1. The catalyst class is: 35. (2) Reactant: C(O[C:6](=O)[N:7]([C@@H:9]1[CH2:14][CH2:13][N:12]([C:15]2[CH:20]=[C:19]([C:21]#[N:22])[CH:18]=[C:17]([NH2:23])[C:16]=2[Cl:24])[CH2:11][C@H:10]1[O:25][Si:26]([C:29]([CH3:32])([CH3:31])[CH3:30])([CH3:28])[CH3:27])C)(C)(C)C.C(O)(C(F)(F)F)=O. Product: [NH2:23][C:17]1[CH:18]=[C:19]([CH:20]=[C:15]([N:12]2[CH2:13][CH2:14][C@@H:9]([NH:7][CH3:6])[C@H:10]([O:25][Si:26]([C:29]([CH3:32])([CH3:31])[CH3:30])([CH3:28])[CH3:27])[CH2:11]2)[C:16]=1[Cl:24])[C:21]#[N:22]. The catalyst class is: 4.